Dataset: Full USPTO retrosynthesis dataset with 1.9M reactions from patents (1976-2016). Task: Predict the reactants needed to synthesize the given product. (1) Given the product [C:26]1([P:19]([C:20]2[CH:21]=[CH:22][CH:23]=[CH:24][CH:25]=2)[C:15]2[N:14]=[C:13]([C:11]([NH:10][C:9]([NH2:32])=[NH:8])=[O:12])[CH:18]=[CH:17][CH:16]=2)[CH:27]=[CH:28][CH:29]=[CH:30][CH:31]=1, predict the reactants needed to synthesize it. The reactants are: C(OC([NH:8][C:9](=[NH:32])[NH:10][C:11]([C:13]1[CH:18]=[CH:17][CH:16]=[C:15]([P:19]([C:26]2[CH:31]=[CH:30][CH:29]=[CH:28][CH:27]=2)[C:20]2[CH:25]=[CH:24][CH:23]=[CH:22][CH:21]=2)[N:14]=1)=[O:12])=O)(C)(C)C.COC1C=CC=C(OC)C=1.C(Cl)Cl.CO.C(N(CC)CC)C. (2) Given the product [CH2:11]([C:10]([C:7]1[CH:8]=[CH:9][C:4]([CH2:3][OH:2])=[C:5]([CH3:29])[CH:6]=1)([C:13]1[CH:18]=[CH:17][C:16]([O:19][CH:20]2[CH2:25][CH2:24][CH2:23][CH2:22][O:21]2)=[C:15]([CH3:26])[CH:14]=1)[CH2:27][CH3:28])[CH3:12], predict the reactants needed to synthesize it. The reactants are: C[O:2][C:3](=O)[C:4]1[CH:9]=[CH:8][C:7]([C:10]([CH2:27][CH3:28])([C:13]2[CH:18]=[CH:17][C:16]([O:19][CH:20]3[CH2:25][CH2:24][CH2:23][CH2:22][O:21]3)=[C:15]([CH3:26])[CH:14]=2)[CH2:11][CH3:12])=[CH:6][C:5]=1[CH3:29].[H-].[H-].[H-].[H-].[Li+].[Al+3].C(OCC)(=O)C. (3) Given the product [F:32][C:33]([F:38])([F:37])[C:34]([OH:36])=[O:35].[NH2:1][CH2:2][C:3]([NH:5][CH2:6][C:7]([NH:9][C@H:10]([C:18]([NH:20][CH2:21][C:22]([OH:24])=[O:23])=[O:19])[CH2:11][C:12]1[CH:13]=[CH:14][CH:15]=[CH:16][CH:17]=1)=[O:8])=[O:4], predict the reactants needed to synthesize it. The reactants are: [NH:1](C(OC(C)(C)C)=O)[CH2:2][C:3]([NH:5][CH2:6][C:7]([NH:9][C@H:10]([C:18]([NH:20][CH2:21][C:22]([OH:24])=[O:23])=[O:19])[CH2:11][C:12]1[CH:17]=[CH:16][CH:15]=[CH:14][CH:13]=1)=[O:8])=[O:4].[F:32][C:33]([F:38])([F:37])[C:34]([OH:36])=[O:35]. (4) The reactants are: [OH-].[Na+].C(O)C.[Cl:6][C:7]1[CH:12]=[CH:11][C:10]([C@H:13]2[N:20]3[C:16]([S:17][C:18]([C:24]([O:26]CC)=[O:25])=[C:19]3[CH:21]([CH3:23])[CH3:22])=[N:15][C@:14]2([C:30]2[CH:31]=[N:32][C:33]([Cl:36])=[CH:34][CH:35]=2)[CH3:29])=[CH:9][C:8]=1[F:37]. Given the product [Cl:6][C:7]1[CH:12]=[CH:11][C:10]([C@H:13]2[N:20]3[C:16]([S:17][C:18]([C:24]([OH:26])=[O:25])=[C:19]3[CH:21]([CH3:22])[CH3:23])=[N:15][C@:14]2([C:30]2[CH:31]=[N:32][C:33]([Cl:36])=[CH:34][CH:35]=2)[CH3:29])=[CH:9][C:8]=1[F:37], predict the reactants needed to synthesize it. (5) Given the product [CH2:12]([O:8][C:6]1[C:5]([N+:9]([O-:11])=[O:10])=[CH:4][CH:3]=[C:2]([Cl:1])[N:7]=1)[C:13]1[CH:18]=[CH:17][CH:16]=[CH:15][CH:14]=1, predict the reactants needed to synthesize it. The reactants are: [Cl:1][C:2]1[N:7]=[C:6]([OH:8])[C:5]([N+:9]([O-:11])=[O:10])=[CH:4][CH:3]=1.[CH2:12](Br)[C:13]1[CH:18]=[CH:17][CH:16]=[CH:15][CH:14]=1. (6) The reactants are: [F:1][C:2]1[C:3]([OH:12])=[C:4]([C:9](=[O:11])[CH3:10])[CH:5]=[C:6]([F:8])[CH:7]=1.[C:13]1(=O)[CH2:17][CH2:16][CH2:15][CH2:14]1.N1CCCC1. Given the product [F:8][C:6]1[CH:5]=[C:4]2[C:3](=[C:2]([F:1])[CH:7]=1)[O:12][C:13]1([CH2:17][CH2:16][CH2:15][CH2:14]1)[CH2:10][C:9]2=[O:11], predict the reactants needed to synthesize it. (7) The reactants are: [NH2:1][C:2]1[S:3][C:4]([C:10]2[C:15]([F:16])=[CH:14][C:13]([C:17]([OH:20])([CH3:19])[CH3:18])=[CH:12][C:11]=2[F:21])=[CH:5][C:6]=1[C:7]([NH2:9])=[O:8].Br[C:23]1[N:28]=[C:27]([N:29]2[CH2:34][CH2:33][N:32]([CH3:35])[CH2:31][CH2:30]2)[CH:26]=[CH:25][CH:24]=1. Given the product [F:16][C:15]1[CH:14]=[C:13]([C:17]([OH:20])([CH3:18])[CH3:19])[CH:12]=[C:11]([F:21])[C:10]=1[C:4]1[S:3][C:2]([NH:1][C:23]2[CH:24]=[CH:25][CH:26]=[C:27]([N:29]3[CH2:30][CH2:31][N:32]([CH3:35])[CH2:33][CH2:34]3)[N:28]=2)=[C:6]([C:7]([NH2:9])=[O:8])[CH:5]=1, predict the reactants needed to synthesize it.